This data is from Catalyst prediction with 721,799 reactions and 888 catalyst types from USPTO. The task is: Predict which catalyst facilitates the given reaction. (1) Reactant: [C:1]([C@@H:4]([C@H:6]([C:8]([OH:10])=[O:9])[OH:7])[OH:5])([OH:3])=[O:2].[Cl:11][C:12]1[CH:13]=[C:14]([N:19]2[CH2:25][C@@H:24]3[C@@H:21]([CH2:22][NH:23]3)[CH2:20]2)[CH:15]=[N:16][C:17]=1[Cl:18]. Product: [OH2:2].[C:1]([C@@H:4]([C@H:6]([C:8]([OH:10])=[O:9])[OH:7])[OH:5])([OH:3])=[O:2].[Cl:11][C:12]1[CH:13]=[C:14]([N:19]2[CH2:25][C@@H:24]3[C@@H:21]([CH2:22][NH:23]3)[CH2:20]2)[CH:15]=[N:16][C:17]=1[Cl:18]. The catalyst class is: 6. (2) Reactant: [CH3:1][Mg]Br.[Br:4][C:5]1[CH:6]=[C:7]2[C:11](=[CH:12][CH:13]=1)[N:10]([CH:14]1[CH2:19][CH2:18][C:17](=[O:20])[CH2:16][CH2:15]1)[CH:9]=[CH:8]2. Product: [Br:4][C:5]1[CH:6]=[C:7]2[C:11](=[CH:12][CH:13]=1)[N:10]([CH:14]1[CH2:15][CH2:16][C:17]([CH3:1])([OH:20])[CH2:18][CH2:19]1)[CH:9]=[CH:8]2. The catalyst class is: 1. (3) Product: [F:27][C:28]([F:33])([F:32])[C:29]([OH:31])=[O:30].[CH3:1][C:2]1[S:6][C:5]([C:7]([N:9]2[CH2:14][C:13]3([CH2:19][CH2:18][NH:17][CH2:16][CH2:15]3)[O:12][CH2:11][CH2:10]2)=[O:8])=[CH:4][CH:3]=1. The catalyst class is: 2. Reactant: [CH3:1][C:2]1[S:6][C:5]([C:7]([N:9]2[CH2:14][C:13]3([CH2:19][CH2:18][N:17](C(OC(C)(C)C)=O)[CH2:16][CH2:15]3)[O:12][CH2:11][CH2:10]2)=[O:8])=[CH:4][CH:3]=1.[F:27][C:28]([F:33])([F:32])[C:29]([OH:31])=[O:30]. (4) Reactant: Br[C:2]1[CH:3]=[C:4]([CH:7]=[CH:8][CH:9]=1)[C:5]#[N:6].[CH2:10]([OH:13])[C:11]#[CH:12]. Product: [C:5]([C:4]1[CH:3]=[C:2]([C:12]#[C:11][CH2:10][OH:13])[CH:9]=[CH:8][CH:7]=1)#[N:6]. The catalyst class is: 441. (5) Reactant: [N:1]1[C:10]2[C:5](=[CH:6][CH:7]=[CH:8][CH:9]=2)[CH:4]=[CH:3][C:2]=1[N:11]1[CH2:14][CH:13]([O:15][C:16]2[C:17]([C:22]3[CH2:27][CH2:26][N:25]([C:28]([O:30][C:31]([CH3:34])([CH3:33])[CH3:32])=[O:29])[CH2:24][CH:23]=3)=[N:18][CH:19]=[CH:20][N:21]=2)[CH2:12]1. Product: [N:1]1[C:10]2[C:5](=[CH:6][CH:7]=[CH:8][CH:9]=2)[CH:4]=[CH:3][C:2]=1[N:11]1[CH2:14][CH:13]([O:15][C:16]2[C:17]([CH:22]3[CH2:23][CH2:24][N:25]([C:28]([O:30][C:31]([CH3:34])([CH3:33])[CH3:32])=[O:29])[CH2:26][CH2:27]3)=[N:18][CH:19]=[CH:20][N:21]=2)[CH2:12]1. The catalyst class is: 19.